From a dataset of Catalyst prediction with 721,799 reactions and 888 catalyst types from USPTO. Predict which catalyst facilitates the given reaction. Reactant: [N:1]12[CH2:8][CH2:7][CH:4]([CH2:5][CH2:6]1)[C@@H:3]([NH:9][C:10]([C:12]1[CH:13]=[CH:14][C:15]3[O:19][CH:18]=[C:17]([C:20]#[C:21][Si](C)(C)C)[C:16]=3[CH:26]=1)=[O:11])[CH2:2]2.C([O-])(O)=O.[Na+]. Product: [N:1]12[CH2:6][CH2:5][CH:4]([CH2:7][CH2:8]1)[C@@H:3]([NH:9][C:10]([C:12]1[CH:13]=[CH:14][C:15]3[O:19][CH:18]=[C:17]([C:20]#[CH:21])[C:16]=3[CH:26]=1)=[O:11])[CH2:2]2. The catalyst class is: 5.